This data is from NCI-60 drug combinations with 297,098 pairs across 59 cell lines. The task is: Regression. Given two drug SMILES strings and cell line genomic features, predict the synergy score measuring deviation from expected non-interaction effect. (1) Drug 1: CC1=C2C(C(=O)C3(C(CC4C(C3C(C(C2(C)C)(CC1OC(=O)C(C(C5=CC=CC=C5)NC(=O)OC(C)(C)C)O)O)OC(=O)C6=CC=CC=C6)(CO4)OC(=O)C)OC)C)OC. Drug 2: C1CNP(=O)(OC1)N(CCCl)CCCl. Cell line: 786-0. Synergy scores: CSS=54.5, Synergy_ZIP=7.84, Synergy_Bliss=6.54, Synergy_Loewe=-20.2, Synergy_HSA=5.52. (2) Drug 1: C1=NC2=C(N1)C(=S)N=CN2. Drug 2: CC(C)CN1C=NC2=C1C3=CC=CC=C3N=C2N. Cell line: PC-3. Synergy scores: CSS=29.3, Synergy_ZIP=-6.93, Synergy_Bliss=4.41, Synergy_Loewe=4.47, Synergy_HSA=3.03. (3) Drug 1: CC(CN1CC(=O)NC(=O)C1)N2CC(=O)NC(=O)C2. Drug 2: CC1=C(C(=O)C2=C(C1=O)N3CC4C(C3(C2COC(=O)N)OC)N4)N. Cell line: HCT-15. Synergy scores: CSS=55.1, Synergy_ZIP=-3.48, Synergy_Bliss=-0.755, Synergy_Loewe=-0.510, Synergy_HSA=3.89. (4) Synergy scores: CSS=44.6, Synergy_ZIP=1.15, Synergy_Bliss=0.545, Synergy_Loewe=-9.47, Synergy_HSA=1.78. Cell line: COLO 205. Drug 1: C1C(C(OC1N2C=NC3=C(N=C(N=C32)Cl)N)CO)O. Drug 2: C1=CC=C(C=C1)NC(=O)CCCCCCC(=O)NO. (5) Drug 1: C1=NC(=NC(=O)N1C2C(C(C(O2)CO)O)O)N. Drug 2: C1=CC=C(C(=C1)C(C2=CC=C(C=C2)Cl)C(Cl)Cl)Cl. Cell line: HCT116. Synergy scores: CSS=18.1, Synergy_ZIP=6.26, Synergy_Bliss=9.09, Synergy_Loewe=7.65, Synergy_HSA=8.63. (6) Drug 1: CC1=C2C(C(=O)C3(C(CC4C(C3C(C(C2(C)C)(CC1OC(=O)C(C(C5=CC=CC=C5)NC(=O)OC(C)(C)C)O)O)OC(=O)C6=CC=CC=C6)(CO4)OC(=O)C)O)C)O. Drug 2: CC1=C(C(=CC=C1)Cl)NC(=O)C2=CN=C(S2)NC3=CC(=NC(=N3)C)N4CCN(CC4)CCO. Cell line: CAKI-1. Synergy scores: CSS=8.91, Synergy_ZIP=-0.164, Synergy_Bliss=2.66, Synergy_Loewe=0.946, Synergy_HSA=1.79. (7) Drug 1: C1=NC2=C(N1)C(=S)N=CN2. Drug 2: COCCOC1=C(C=C2C(=C1)C(=NC=N2)NC3=CC=CC(=C3)C#C)OCCOC.Cl. Cell line: SF-295. Synergy scores: CSS=53.0, Synergy_ZIP=0.171, Synergy_Bliss=-1.97, Synergy_Loewe=-4.88, Synergy_HSA=-0.670. (8) Drug 1: C1=CN(C(=O)N=C1N)C2C(C(C(O2)CO)O)O.Cl. Drug 2: C1CN1C2=NC(=NC(=N2)N3CC3)N4CC4. Cell line: A498. Synergy scores: CSS=47.4, Synergy_ZIP=-13.4, Synergy_Bliss=-3.21, Synergy_Loewe=1.81, Synergy_HSA=3.82. (9) Drug 1: C1=C(C(=O)NC(=O)N1)N(CCCl)CCCl. Drug 2: CCC1(C2=C(COC1=O)C(=O)N3CC4=CC5=C(C=CC(=C5CN(C)C)O)N=C4C3=C2)O.Cl. Cell line: BT-549. Synergy scores: CSS=19.3, Synergy_ZIP=-13.1, Synergy_Bliss=-4.58, Synergy_Loewe=-5.68, Synergy_HSA=-1.48.